From a dataset of Forward reaction prediction with 1.9M reactions from USPTO patents (1976-2016). Predict the product of the given reaction. (1) Given the reactants N1CCCN2CCCCCC=12.ClC1C(C2N3C=CC=CC3=NC=2)=NC([NH:19][C:20]2[CH:25]=[CH:24][C:23]([N:26]3[CH2:31][CH2:30]N(C(=O)CC)[CH2:28][CH2:27]3)=[CH:22][C:21]=2[O:36][CH3:37])=NC=1.O=[C:48]1N(C(=O)C)C2C=CC=C[C:50]=2[N:49]1[C:60](=[O:62])[CH3:61].C(OCC)(=[O:65])C, predict the reaction product. The product is: [NH2:19][C:20]1[CH:25]=[CH:24][C:23]([N:26]2[CH2:27][CH:28]3[O:65][CH:30]([CH2:48][N:49]([C:60](=[O:62])[CH3:61])[CH2:50]3)[CH2:31]2)=[CH:22][C:21]=1[O:36][CH3:37]. (2) Given the reactants [CH3:1][O:2][C:3]([O:5][CH3:6])=[CH2:4].[C:7]([O:12][CH2:13][CH3:14])(=[O:11])[CH:8]=[C:9]=[CH2:10], predict the reaction product. The product is: [CH2:13]([O:12][C:7](=[O:11])[CH:8]=[C:9]1[CH2:10][C:3]([O:5][CH3:6])([O:2][CH3:1])[CH2:4]1)[CH3:14]. (3) Given the reactants [CH2:1]([O:3][C:4](=[O:21])[C:5]1[CH:10]=[CH:9][C:8]([NH:11][C:12](=[O:20])[C:13]2[CH:18]=[CH:17][CH:16]=[C:15]([NH2:19])[CH:14]=2)=[CH:7][CH:6]=1)[CH3:2].[C:22]1([S:28](Cl)(=[O:30])=[O:29])[CH:27]=[CH:26][CH:25]=[CH:24][CH:23]=1, predict the reaction product. The product is: [CH2:1]([O:3][C:4](=[O:21])[C:5]1[CH:6]=[CH:7][C:8]([NH:11][C:12](=[O:20])[C:13]2[CH:18]=[CH:17][CH:16]=[C:15]([NH:19][S:28]([C:22]3[CH:27]=[CH:26][CH:25]=[CH:24][CH:23]=3)(=[O:30])=[O:29])[CH:14]=2)=[CH:9][CH:10]=1)[CH3:2].